This data is from Retrosynthesis with 50K atom-mapped reactions and 10 reaction types from USPTO. The task is: Predict the reactants needed to synthesize the given product. (1) Given the product OCc1ccc(Br)cc1F, predict the reactants needed to synthesize it. The reactants are: O=Cc1ccc(Br)cc1F. (2) Given the product C=C(C)c1cc(C(=O)N(Cc2ccccc2)c2ccc(CN3CCOCC3)cc2)c(OCc2ccccc2)cc1OCc1ccccc1, predict the reactants needed to synthesize it. The reactants are: BrCc1ccccc1.C=C(C)c1cc(C(=O)Nc2ccc(CN3CCOCC3)cc2)c(OCc2ccccc2)cc1OCc1ccccc1. (3) The reactants are: C=CC(=O)OC(C)(C)C.Oc1ccc(C(=C2CCSCC2)c2ccc(Br)cc2)cc1. Given the product CC(C)(C)OC(=O)/C=C/c1ccc(C(=C2CCSCC2)c2ccc(O)cc2)cc1, predict the reactants needed to synthesize it.